From a dataset of Reaction yield outcomes from USPTO patents with 853,638 reactions. Predict the reaction yield, written as a fraction of the theoretical maximum amount of product (1.0 means a 100% yield; for example, 0.34 means a 34% yield). (1) The reactants are [NH2:1][C:2]12[CH2:11][CH:6]3[CH2:7][CH:8]([CH2:10][C:4]([NH:12][C:13]([C:15]4[CH:20]=[CH:19][CH:18]=[C:17]([CH3:21])[N:16]=4)=[O:14])([CH2:5]3)[CH2:3]1)[CH2:9]2.CCN(C(C)C)C(C)C.[CH3:31][N:32]1[CH:36]=[CH:35][C:34]([C:37](Cl)=[O:38])=[N:33]1. The catalyst is C(Cl)Cl. The product is [CH3:31][N:32]1[CH:36]=[CH:35][C:34]([C:37]([NH:1][C:2]23[CH2:11][CH:6]4[CH2:7][CH:8]([CH2:10][C:4]([NH:12][C:13]([C:15]5[CH:20]=[CH:19][CH:18]=[C:17]([CH3:21])[N:16]=5)=[O:14])([CH2:5]4)[CH2:3]2)[CH2:9]3)=[O:38])=[N:33]1. The yield is 0.300. (2) The catalyst is C(O)C. The product is [BrH:33].[F:1][C:2]1[CH:7]=[C:6]([N:8]2[CH2:12][C@H:11]([CH2:13][NH:14][C:15](=[O:17])[CH3:16])[O:10][C:9]2=[O:18])[CH:5]=[CH:4][C:3]=1[C:19]1[CH:24]=[CH:23][C:22]([CH2:25][NH:26][CH2:27][C:28]2[NH:32][N:31]=[N:30][CH:29]=2)=[CH:21][CH:20]=1. The yield is 0.945. The reactants are [F:1][C:2]1[CH:7]=[C:6]([N:8]2[CH2:12][C@H:11]([CH2:13][NH:14][C:15](=[O:17])[CH3:16])[O:10][C:9]2=[O:18])[CH:5]=[CH:4][C:3]=1[C:19]1[CH:24]=[CH:23][C:22]([CH2:25][NH:26][CH2:27][C:28]2[NH:32][N:31]=[N:30][CH:29]=2)=[CH:21][CH:20]=1.[BrH:33]. (3) The reactants are CCCCCCCCCC(O)CC(N[C@H](C(N(C([C@@H](N)CCC(O)=O)=O)C(C(OC)OC)CC(C)C)=O)CC(N)=O)=O.[CH3:43][O:44][C:45]1[CH:56]=[CH:55][C:48]2[NH:49][C:50](=[O:54])[CH2:51][NH:52][CH2:53][C:47]=2[CH:46]=1.[F:57][C:58]([F:69])([F:68])[C:59](O[C:59](=[O:60])[C:58]([F:69])([F:68])[F:57])=[O:60].[N+:70]([O-])([O-:72])=[O:71].[K+]. The catalyst is C(#N)C. The product is [CH3:43][O:44][C:45]1[C:56]([N+:70]([O-:72])=[O:71])=[CH:55][C:48]2[NH:49][C:50](=[O:54])[CH2:51][N:52]([C:59](=[O:60])[C:58]([F:69])([F:68])[F:57])[CH2:53][C:47]=2[CH:46]=1. The yield is 0.230. (4) The reactants are Cl[C:2]1[C:11]2[C:6](=[C:7]([Br:12])[CH:8]=[CH:9][CH:10]=2)[CH:5]=[CH:4][N:3]=1.[C:13]([C:15]1[CH:20]=[CH:19][C:18](B2OC(C)(C)C(C)(C)O2)=[CH:17][C:16]=1[NH:30][CH:31]1[CH2:36][CH2:35][CH:34]([OH:37])[CH2:33][CH2:32]1)#[N:14].C(=O)([O-])[O-].[Na+].[Na+]. The catalyst is COCCOC.C1C=CC([P]([Pd]([P](C2C=CC=CC=2)(C2C=CC=CC=2)C2C=CC=CC=2)([P](C2C=CC=CC=2)(C2C=CC=CC=2)C2C=CC=CC=2)[P](C2C=CC=CC=2)(C2C=CC=CC=2)C2C=CC=CC=2)(C2C=CC=CC=2)C2C=CC=CC=2)=CC=1. The product is [Br:12][C:7]1[CH:8]=[CH:9][CH:10]=[C:11]2[C:6]=1[CH:5]=[CH:4][N:3]=[C:2]2[C:18]1[CH:19]=[CH:20][C:15]([C:13]#[N:14])=[C:16]([NH:30][CH:31]2[CH2:36][CH2:35][CH:34]([OH:37])[CH2:33][CH2:32]2)[CH:17]=1. The yield is 0.620. (5) The reactants are [OH:1][CH2:2][CH2:3][NH:4][CH2:5][C:6]([N:8]1[CH2:13][CH2:12][S:11][C:10]2[CH:14]=[CH:15][C:16]([N+:18]([O-:20])=[O:19])=[CH:17][C:9]1=2)=[O:7].C(N(CC)CC)C.[C:28](O[C:28]([O:30][C:31]([CH3:34])([CH3:33])[CH3:32])=[O:29])([O:30][C:31]([CH3:34])([CH3:33])[CH3:32])=[O:29]. The catalyst is O1CCOCC1.C(OCC)(=O)C. The product is [OH:1][CH2:2][CH2:3][N:4]([CH2:5][C:6]([N:8]1[CH2:13][CH2:12][S:11][C:10]2[CH:14]=[CH:15][C:16]([N+:18]([O-:20])=[O:19])=[CH:17][C:9]1=2)=[O:7])[C:28](=[O:29])[O:30][C:31]([CH3:34])([CH3:33])[CH3:32]. The yield is 0.990.